Predict the reaction yield, written as a fraction of the theoretical maximum amount of product (1.0 means a 100% yield; for example, 0.34 means a 34% yield). From a dataset of Reaction yield outcomes from USPTO patents with 853,638 reactions. (1) The reactants are C[O:2][C:3](=[O:31])[C:4]1[CH:9]=[CH:8][C:7]([CH2:10][N:11]2[CH:16]([C:17]3[C:22]([CH3:23])=[CH:21][CH:20]=[CH:19][N:18]=3)[CH2:15][CH2:14][CH2:13][CH:12]2[C:24]2[C:29]([CH3:30])=[CH:28][CH:27]=[CH:26][N:25]=2)=[CH:6][CH:5]=1.O.[OH-].[Na+].Cl. The catalyst is CO. The product is [CH3:30][C:29]1[C:24]([CH:12]2[CH2:13][CH2:14][CH2:15][CH:16]([C:17]3[C:22]([CH3:23])=[CH:21][CH:20]=[CH:19][N:18]=3)[N:11]2[CH2:10][C:7]2[CH:6]=[CH:5][C:4]([C:3]([OH:31])=[O:2])=[CH:9][CH:8]=2)=[N:25][CH:26]=[CH:27][CH:28]=1. The yield is 1.00. (2) The reactants are [N:1]([CH:4]([C:6]1[N:7]=[C:8]2[S:16][CH:15]=[C:14]([C:17]([F:20])([F:19])[F:18])[N:9]2[C:10](=[O:13])[C:11]=1Br)[CH3:5])=[N+:2]=[N-:3].[F:21][C:22]1[CH:23]=[C:24](B(O)O)[CH:25]=[CH:26][CH:27]=1. No catalyst specified. The product is [N:1]([CH:4]([C:6]1[N:7]=[C:8]2[S:16][CH:15]=[C:14]([C:17]([F:20])([F:19])[F:18])[N:9]2[C:10](=[O:13])[C:11]=1[C:26]1[CH:25]=[CH:24][CH:23]=[C:22]([F:21])[CH:27]=1)[CH3:5])=[N+:2]=[N-:3]. The yield is 0.290. (3) The reactants are [NH2:1][C:2]1[CH:7]=[CH:6][CH:5]=[CH:4][C:3]=1[C:8]1[NH:9][C:10]2[C:15]([CH:16]=1)=[CH:14][CH:13]=[CH:12][CH:11]=2.[C:17]([NH:20][C@H:21]([C:30](O)=[O:31])[CH2:22][C:23]1[CH:28]=[CH:27][C:26]([OH:29])=[CH:25][CH:24]=1)(=[O:19])[CH3:18]. No catalyst specified. The product is [C:17]([NH:20][CH:21]([CH2:22][C:23]1[CH:24]=[CH:25][C:26]([OH:29])=[CH:27][CH:28]=1)[C:30]([NH:1][C:2]1[CH:7]=[CH:6][CH:5]=[CH:4][C:3]=1[C:8]1[NH:9][C:10]2[C:15]([CH:16]=1)=[CH:14][CH:13]=[CH:12][CH:11]=2)=[O:31])(=[O:19])[CH3:18]. The yield is 0.690. (4) The catalyst is ClCCl.CCOCC. The product is [NH2:8][CH2:9][C:10]([NH:12][CH2:13][CH2:14][C:15]([O:17][C:18]1[CH:19]=[CH:20][C:21]2[C:27]3[C:28]([O:36][CH3:37])=[C:29]([O:34][CH3:35])[C:30]([O:32][CH3:33])=[CH:31][C:26]=3[CH2:25][CH2:24][C@H:23]([NH:38][C:39](=[O:41])[CH3:40])[C:22]=2[CH:42]=1)=[O:16])=[O:11]. The reactants are C(OC([NH:8][CH2:9][C:10]([NH:12][CH2:13][CH2:14][C:15]([O:17][C:18]1[CH:19]=[CH:20][C:21]2[C:27]3[C:28]([O:36][CH3:37])=[C:29]([O:34][CH3:35])[C:30]([O:32][CH3:33])=[CH:31][C:26]=3[CH2:25][CH2:24][C@H:23]([NH:38][C:39](=[O:41])[CH3:40])[C:22]=2[CH:42]=1)=[O:16])=[O:11])=O)(C)(C)C.Cl. The yield is 0.980. (5) The reactants are [Br:1][C:2]1[CH:7]=[CH:6][C:5]([Br:8])=[CH:4][C:3]=1[CH:9]1[CH2:14][CH:13]([S:15]([C:18]2[CH:23]=[CH:22][CH:21]=[C:20]([C:24]([F:27])([F:26])[F:25])[CH:19]=2)(=[O:17])=[O:16])[CH2:12][CH2:11][O:10]1.[CH3:28]C([O-])(C)C.[K+].CI. The catalyst is C1COCC1.CCOC(C)=O. The product is [Br:1][C:2]1[CH:7]=[CH:6][C:5]([Br:8])=[CH:4][C:3]=1[CH:9]1[CH2:14][C:13]([CH3:28])([S:15]([C:18]2[CH:23]=[CH:22][CH:21]=[C:20]([C:24]([F:26])([F:25])[F:27])[CH:19]=2)(=[O:16])=[O:17])[CH2:12][CH2:11][O:10]1. The yield is 0.446. (6) The yield is 0.250. The catalyst is C(Cl)Cl.[O-]S([O-])(=O)=O.[Na+].[Na+].C1C=CC(/C=C/C(/C=C/C2C=CC=CC=2)=O)=CC=1.C1C=CC(/C=C/C(/C=C/C2C=CC=CC=2)=O)=CC=1.C1C=CC(/C=C/C(/C=C/C2C=CC=CC=2)=O)=CC=1.[Pd].[Pd].O1CCOCC1. The reactants are [NH2:1][C:2]1[N:7]=[CH:6][C:5]([N:8]2[CH2:21][C:10]3([CH2:13][N:12]([C:14]([O:16][C:17]([CH3:20])([CH3:19])[CH3:18])=[O:15])[CH2:11]3)[CH2:9]2)=[CH:4][CH:3]=1.Br[C:23]1[C:24](=[O:31])[N:25]([CH3:30])[N:26]=[C:27]([Cl:29])[CH:28]=1.CC1(C)C2C(=C(P(C3C=CC=CC=3)C3C=CC=CC=3)C=CC=2)OC2C(P(C3C=CC=CC=3)C3C=CC=CC=3)=CC=CC1=2.C([O-])([O-])=O.[Cs+].[Cs+]. The product is [C:17]([O:16][C:14]([N:12]1[CH2:13][C:10]2([CH2:9][N:8]([C:5]3[CH:6]=[N:7][C:2]([NH:1][C:23]4[C:24](=[O:31])[N:25]([CH3:30])[N:26]=[C:27]([Cl:29])[CH:28]=4)=[CH:3][CH:4]=3)[CH2:21]2)[CH2:11]1)=[O:15])([CH3:18])([CH3:20])[CH3:19]. (7) The reactants are [F:1][C:2]([F:35])([F:34])[C:3]1[CH:4]=[C:5]([C:13]([C:20]2[CH:25]=[C:24]([C:26]([F:29])([F:28])[F:27])[CH:23]=[C:22]([C:30]([F:33])([F:32])[F:31])[CH:21]=2)([C@H:15]2[CH2:19][CH2:18][CH2:17][NH:16]2)[OH:14])[CH:6]=[C:7]([C:9]([F:12])([F:11])[F:10])[CH:8]=1.C(N(CC)CC)C.C(Cl)Cl.FC(F)(F)S(O[Si:52]([C:55]([CH3:58])([CH3:57])[CH3:56])([CH3:54])[CH3:53])(=O)=O. No catalyst specified. The product is [F:10][C:9]([F:12])([F:11])[C:7]1[CH:6]=[C:5]([C:13]([C:20]2[CH:25]=[C:24]([C:26]([F:27])([F:28])[F:29])[CH:23]=[C:22]([C:30]([F:33])([F:32])[F:31])[CH:21]=2)([O:14][Si:52]([C:55]([CH3:58])([CH3:57])[CH3:56])([CH3:54])[CH3:53])[C@H:15]2[CH2:19][CH2:18][CH2:17][NH:16]2)[CH:4]=[C:3]([C:2]([F:34])([F:1])[F:35])[CH:8]=1. The yield is 0.912. (8) The reactants are O=C[C@@H]([C@H]([C@@H]([C@@H](CO)O)O)O)O.C1C=[N+]([C@@H]2O[C@H](COP(OP(OC[C@H]3O[C@@H](N4C5N=CN=C(N)C=5N=C4)[C@H](OP(O)(O)=O)[C@@H]3O)(O)=O)(O)=O)[C@@H](O)[C@H]2O)C=C(C(N)=O)C=1.[OH-].[Na+].[Cl:63][CH2:64][C:65](=[O:72])[CH2:66][C:67]([O:69][CH2:70][CH3:71])=[O:68]. No catalyst specified. The product is [Cl:63][CH2:64][C@@H:65]([OH:72])[CH2:66][C:67]([O:69][CH2:70][CH3:71])=[O:68]. The yield is 0.960. (9) The reactants are [C:1]1(B(O)O)[CH:6]=[CH:5][CH:4]=[CH:3][CH:2]=1.[F-].[K+].Br[C:13]1[CH:22]=[CH:21][C:16]([NH:17][C:18](=[O:20])[CH3:19])=[CH:15][CH:14]=1. The product is [C:18]([NH:17][C:16]1[CH:21]=[CH:22][C:13]([C:1]2[CH:6]=[CH:5][CH:4]=[CH:3][CH:2]=2)=[CH:14][CH:15]=1)(=[O:20])[CH3:19]. The catalyst is C([O-])(=O)C.[Pd+2].C([O-])(=O)C.C(P(C(C)(C)C)C1C=CC=CC=1C1C=CC=CC=1)(C)(C)C. The yield is 0.860. (10) The reactants are [C:1]([O:5]O)(C)([CH3:3])[CH3:2].[CH3:7][C:8]([CH3:28])([CH3:27])[C:9]([O:11][CH2:12][C:13]1[NH:22][C:21](=[O:23])[C:20]2[C:15](=[CH:16][C:17]3CCC[C:18]=3[CH:19]=2)[N:14]=1)=[O:10]. The catalyst is C(Cl)Cl. The product is [CH3:7][C:8]([CH3:28])([CH3:27])[C:9]([O:11][CH2:12][C:13]1[NH:22][C:21](=[O:23])[C:20]2[C:15](=[CH:16][C:17]3[CH2:18][CH2:3][C:1](=[O:5])[C:2]=3[CH:19]=2)[N:14]=1)=[O:10]. The yield is 0.450.